Dataset: Full USPTO retrosynthesis dataset with 1.9M reactions from patents (1976-2016). Task: Predict the reactants needed to synthesize the given product. (1) Given the product [CH3:35][O:34][C:27]1[CH:26]=[C:25]([CH:30]=[CH:29][C:28]=1[N+:31]([O-:33])=[O:32])[C:23]([C:20]1[N:18]2[CH:19]=[C:14]([NH:13][C:8](=[O:10])[CH3:9])[CH:15]=[CH:16][C:17]2=[CH:22][N:21]=1)=[O:24], predict the reactants needed to synthesize it. The reactants are: C(N(CC)CC)C.[C:8](Cl)(=[O:10])[CH3:9].Cl.[NH2:13][C:14]1[CH:15]=[CH:16][C:17]2[N:18]([C:20]([C:23]([C:25]3[CH:30]=[CH:29][C:28]([N+:31]([O-:33])=[O:32])=[C:27]([O:34][CH3:35])[CH:26]=3)=[O:24])=[N:21][CH:22]=2)[CH:19]=1.C(=O)(O)[O-].[Na+]. (2) Given the product [CH3:13][O:12][C:9]1[CH:10]=[C:11]2[C:6](=[CH:7][C:8]=1[O:14][CH3:15])[N:5]=[CH:4][N:3]=[C:2]2[O:22][C:23]1[CH:32]=[C:31]2[C:26]([CH:27]=[CH:28][CH:29]=[N:30]2)=[CH:25][CH:24]=1, predict the reactants needed to synthesize it. The reactants are: Cl[C:2]1[C:11]2[C:6](=[CH:7][C:8]([O:14][CH3:15])=[C:9]([O:12][CH3:13])[CH:10]=2)[N:5]=[CH:4][N:3]=1.C(=O)([O-])[O-].[K+].[K+].[OH:22][C:23]1[CH:32]=[C:31]2[C:26]([CH:27]=[CH:28][CH:29]=[N:30]2)=[CH:25][CH:24]=1.[OH-].[Na+]. (3) Given the product [CH:17](=[N:1][C:2]1[NH:6][N:5]=[C:4]([NH:7][C:8]2[CH:9]=[N:10][CH:11]=[CH:12][CH:13]=2)[C:3]=1[C:14]([NH2:16])=[O:15])[C:18]1[CH:23]=[CH:22][CH:21]=[CH:20][CH:19]=1, predict the reactants needed to synthesize it. The reactants are: [NH2:1][C:2]1[NH:6][N:5]=[C:4]([NH:7][C:8]2[CH:9]=[N:10][CH:11]=[CH:12][CH:13]=2)[C:3]=1[C:14]([NH2:16])=[O:15].[CH:17](=O)[C:18]1[CH:23]=[CH:22][CH:21]=[CH:20][CH:19]=1.N1CCCCC1. (4) Given the product [N:24]1[C:19]2[CH:1]=[CH:2][CH:22]=[CH:21][C:20]=2[NH:25][CH:23]=1, predict the reactants needed to synthesize it. The reactants are: [CH:1](N(C(C)C)CC)(C)[CH3:2].CN(C(ON1N=[N:25][C:20]2[CH:21]=[CH:22][CH:23]=[N:24][C:19]1=2)=[N+](C)C)C.F[P-](F)(F)(F)(F)F.